From a dataset of Peptide-MHC class I binding affinity with 185,985 pairs from IEDB/IMGT. Regression. Given a peptide amino acid sequence and an MHC pseudo amino acid sequence, predict their binding affinity value. This is MHC class I binding data. The peptide sequence is SMDVLAEKK. The MHC is HLA-A11:01 with pseudo-sequence HLA-A11:01. The binding affinity (normalized) is 0.700.